This data is from Forward reaction prediction with 1.9M reactions from USPTO patents (1976-2016). The task is: Predict the product of the given reaction. (1) Given the reactants C(Cl)CCl.Cl.[O:6]=[C:7]1[NH:16][C:15]2[N:14]=[CH:13][C:12](/[CH:17]=[CH:18]/[C:19]([OH:21])=O)=[CH:11][C:10]=2[CH2:9][CH2:8]1.[CH2:22]([N:24]1[C:32]2[C:27](=[CH:28][CH:29]=[CH:30][CH:31]=2)[C:26]([CH2:33][NH:34][CH3:35])=[CH:25]1)[CH3:23].C1C=CC2N([OH:45])N=NC=2C=1.O.C(N(C(C)C)CC)(C)C, predict the reaction product. The product is: [OH:45][CH2:23][CH2:22][N:24]1[C:32]2[C:27](=[CH:28][CH:29]=[CH:30][CH:31]=2)[C:26]([CH2:33][N:34]([CH3:35])[C:19](=[O:21])/[CH:18]=[CH:17]/[C:12]2[CH:13]=[N:14][C:15]3[NH:16][C:7](=[O:6])[CH2:8][CH2:9][C:10]=3[CH:11]=2)=[CH:25]1. (2) Given the reactants [O:1]1[CH:5]=[CH:4][N:3]=[C:2]1[C:6]1[CH:13]=[CH:12][C:9]([CH:10]=O)=[CH:8][CH:7]=1.[C:14]1([NH:20][OH:21])[CH:19]=[CH:18][CH:17]=[CH:16][CH:15]=1, predict the reaction product. The product is: [O:1]1[CH:5]=[CH:4][N:3]=[C:2]1[C:6]1[CH:13]=[CH:12][C:9]([CH:10]=[N+:20]([C:14]2[CH:19]=[CH:18][CH:17]=[CH:16][CH:15]=2)[O-:21])=[CH:8][CH:7]=1. (3) Given the reactants [H-].[Na+].[F:3][C:4]([F:38])([F:37])[C:5]1[CH:6]=[CH:7][C:8]([O:11][C:12]2[CH:13]=[C:14]([CH:18]=[C:19]3[CH2:24][CH2:23][CH:22]([NH:25][C:26]([C:28]4[CH:29]=[C:30]5[CH:36]=[CH:35][NH:34][C:31]5=[N:32][CH:33]=4)=[O:27])[CH2:21][CH2:20]3)[CH:15]=[CH:16][CH:17]=2)=[N:9][CH:10]=1.[P:39]([O:51][CH2:52]Cl)([O:46][C:47]([CH3:50])([CH3:49])[CH3:48])([O:41][C:42]([CH3:45])([CH3:44])[CH3:43])=[O:40], predict the reaction product. The product is: [P:39]([O:51][CH2:52][N:34]1[C:31]2=[N:32][CH:33]=[C:28]([C:26](=[O:27])[NH:25][CH:22]3[CH2:23][CH2:24][C:19](=[CH:18][C:14]4[CH:15]=[CH:16][CH:17]=[C:12]([O:11][C:8]5[CH:7]=[CH:6][C:5]([C:4]([F:3])([F:37])[F:38])=[CH:10][N:9]=5)[CH:13]=4)[CH2:20][CH2:21]3)[CH:29]=[C:30]2[CH:36]=[CH:35]1)([O:41][C:42]([CH3:45])([CH3:44])[CH3:43])([O:46][C:47]([CH3:48])([CH3:49])[CH3:50])=[O:40]. (4) Given the reactants [NH:1]1[C:9]2[C:4](=[CH:5][CH:6]=[CH:7][CH:8]=2)[CH:3]([CH2:10][CH2:11][CH2:12][CH2:13][CH2:14][CH2:15][NH:16][C:17]([NH:19][CH2:20][C:21]2[CH:22]=[N:23][CH:24]=[CH:25][CH:26]=2)=[O:18])[CH2:2]1.[C:27]([O:31][C:32]([N:34]1[CH2:37][C:36](=O)[CH2:35]1)=[O:33])([CH3:30])([CH3:29])[CH3:28].[BH-](OC(C)=O)(OC(C)=O)OC(C)=O.[Na+].CC(O)=O, predict the reaction product. The product is: [N:23]1[CH:24]=[CH:25][CH:26]=[C:21]([CH2:20][NH:19][C:17]([NH:16][CH2:15][CH2:14][CH2:13][CH2:12][CH2:11][CH2:10][CH:3]2[C:4]3[C:9](=[CH:8][CH:7]=[CH:6][CH:5]=3)[N:1]([CH:36]3[CH2:35][N:34]([C:32]([O:31][C:27]([CH3:30])([CH3:29])[CH3:28])=[O:33])[CH2:37]3)[CH2:2]2)=[O:18])[CH:22]=1. (5) Given the reactants Cl[C:2](Cl)([O:4]C(=O)OC(Cl)(Cl)Cl)Cl.[CH3:13][O:14][CH2:15][CH2:16][CH2:17][CH2:18][CH2:19][CH2:20][CH2:21][CH2:22][CH2:23][CH2:24][CH2:25][CH2:26][NH2:27].CCN(C(C)C)C(C)C, predict the reaction product. The product is: [CH3:13][O:14][CH2:15][CH2:16][CH2:17][CH2:18][CH2:19][CH2:20][CH2:21][CH2:22][CH2:23][CH2:24][CH2:25][CH2:26][N:27]=[C:2]=[O:4]. (6) Given the reactants I[C:2]1[CH:11]=[CH:10][CH:9]=[C:8]2[C:3]=1[CH2:4][CH2:5][N:6]1[C:16](=[O:17])[CH2:15][N:14]=[C:13]([C:18]3[CH:23]=[CH:22][CH:21]=[C:20]([O:24][CH3:25])[CH:19]=3)[CH:12]=[C:7]12.C([Sn](CCCC)(CCCC)[C:31]1[O:32][CH2:33][CH2:34][CH:35]=1)CCC, predict the reaction product. The product is: [O:32]1[CH2:33][CH2:34][CH:35]=[C:31]1[C:2]1[CH:11]=[CH:10][CH:9]=[C:8]2[C:3]=1[CH2:4][CH2:5][N:6]1[C:16](=[O:17])[CH2:15][N:14]=[C:13]([C:18]3[CH:23]=[CH:22][CH:21]=[C:20]([O:24][CH3:25])[CH:19]=3)[CH:12]=[C:7]12.